This data is from Forward reaction prediction with 1.9M reactions from USPTO patents (1976-2016). The task is: Predict the product of the given reaction. (1) Given the reactants FC(F)(F)C(O)=O.C(OC([NH:15][CH2:16][C:17]1[S:21]/[C:20](=[N:22]\[S:23]([C:26]2[CH:35]=[CH:34][CH:33]=[CH:32][C:27]=2[C:28]([O:30][CH3:31])=[O:29])(=[O:25])=[O:24])/[N:19]([CH2:36][C:37]2[C:46]3[C:41](=[CH:42][CH:43]=[CH:44][CH:45]=3)[CH:40]=[CH:39][CH:38]=2)[CH:18]=1)=O)(C)(C)C, predict the reaction product. The product is: [NH2:15][CH2:16][C:17]1[S:21]/[C:20](=[N:22]\[S:23]([C:26]2[CH:35]=[CH:34][CH:33]=[CH:32][C:27]=2[C:28]([O:30][CH3:31])=[O:29])(=[O:24])=[O:25])/[N:19]([CH2:36][C:37]2[C:46]3[C:41](=[CH:42][CH:43]=[CH:44][CH:45]=3)[CH:40]=[CH:39][CH:38]=2)[CH:18]=1. (2) The product is: [Br:1][C:2]1[CH:7]=[C:6]2[C:5](=[CH:4][CH:3]=1)[O:18][C:19]([CH2:20][CH3:21])=[C:9]([C:10]1[CH:15]=[CH:14][CH:13]=[C:12]([F:16])[CH:11]=1)[C:8]2=[O:17]. Given the reactants [Br:1][C:2]1[CH:3]=[CH:4][C:5]([OH:18])=[C:6]([C:8](=[O:17])[CH2:9][C:10]2[CH:15]=[CH:14][CH:13]=[C:12]([F:16])[CH:11]=2)[CH:7]=1.[C:19](OC(=O)CC)(=O)[CH2:20][CH3:21].Cl, predict the reaction product. (3) Given the reactants CCCC[N+](CCCC)(CCCC)CCCC.[F-].[C:19]([O:23][C:24](=[O:48])[NH:25][C:26]1[CH:31]=[CH:30][CH:29]=[CH:28][C:27]=1[NH:32][C:33](=[O:47])[CH2:34]/[CH:35]=[CH:36]/[CH2:37][CH2:38][O:39][Si](C(C)(C)C)(C)C)([CH3:22])([CH3:21])[CH3:20], predict the reaction product. The product is: [OH:39][CH2:38][CH2:37]/[CH:36]=[CH:35]/[CH2:34][C:33]([NH:32][C:27]1[CH:28]=[CH:29][CH:30]=[CH:31][C:26]=1[NH:25][C:24](=[O:48])[O:23][C:19]([CH3:21])([CH3:20])[CH3:22])=[O:47]. (4) The product is: [CH2:52]([O:54][C:55]([C:57]12[CH2:74][CH:73]1[CH:72]=[CH:71][CH2:70][CH2:69][CH2:68][CH2:67][N:66]([CH3:75])[C:65](=[O:76])[CH:64]1[CH:60]([CH2:61][CH:62]([O:22][C:20]3[C:19]4[C:14](=[C:15]([CH3:25])[C:16]([O:23][CH3:24])=[CH:17][CH:18]=4)[N:13]=[C:12]([C:10]4[N:11]=[C:7]([CH:1]5[CH2:2][CH2:3][CH2:4][CH2:5][CH2:6]5)[S:8][CH:9]=4)[CH:21]=3)[CH2:63]1)[C:59](=[O:98])[NH:58]2)=[O:56])[CH3:53]. Given the reactants [CH:1]1([C:7]2[S:8][CH:9]=[C:10]([C:12]3[CH:21]=[C:20]([OH:22])[C:19]4[C:14](=[C:15]([CH3:25])[C:16]([O:23][CH3:24])=[CH:17][CH:18]=4)[N:13]=3)[N:11]=2)[CH2:6][CH2:5][CH2:4][CH2:3][CH2:2]1.C(OC(C1CC(O)CC1C(=O)NC1(C(OCC)=O)CC1C=C)=O)(C)(C)C.[CH2:52]([O:54][C:55]([C:57]12[CH2:74][CH:73]1[CH:72]=[CH:71][CH2:70][CH2:69][CH2:68][CH2:67][N:66]([CH3:75])[C:65](=[O:76])[CH:64]1[CH:60]([CH2:61][CH:62](OC3C4C(=C(C)C(OC)=CC=4)N=C(C4C=CC=C(C)N=4)C=3)[CH2:63]1)[C:59](=[O:98])[NH:58]2)=[O:56])[CH3:53], predict the reaction product. (5) Given the reactants Cl[C:2]1[N:3]=[C:4]([N:15]2[CH2:20][CH2:19][O:18][CH2:17][CH2:16]2)[C:5]2[S:10][C:9]([C:11]([NH2:14])([CH3:13])[CH3:12])=[CH:8][C:6]=2[N:7]=1.CC1(C)C(C)(C)OB([C:29]2[CH:30]=[CH:31][C:32]([NH2:35])=[N:33][CH:34]=2)O1, predict the reaction product. The product is: [NH2:14][C:11]([C:9]1[S:10][C:5]2[C:4]([N:15]3[CH2:20][CH2:19][O:18][CH2:17][CH2:16]3)=[N:3][C:2]([C:29]3[CH:30]=[CH:31][C:32]([NH2:35])=[N:33][CH:34]=3)=[N:7][C:6]=2[CH:8]=1)([CH3:13])[CH3:12]. (6) Given the reactants [CH2:1]([N:3]1[CH2:7][CH2:6][CH2:5][CH:4]1[CH2:8][O:9][C:10]1[CH:11]=[C:12]2[C:17](=[CH:18][CH:19]=1)[CH:16]=[C:15]([C:20]1[C:28]3[C:23](=[CH:24][CH:25]=[C:26](C#N)[CH:27]=3)[N:22](C3CCCCO3)[N:21]=1)[CH:14]=[CH:13]2)[CH3:2].[OH-].[K+].F[P-](F)(F)(F)(F)F.N1([O:55][C:56](N(C)C)=[N+](C)C)C2C=CC=CC=2N=N1.O.ON1C2C=CC=CC=2N=N1.C(N(CC)CC)C.[CH:81]([NH2:85])([CH2:83][CH3:84])[CH3:82], predict the reaction product. The product is: [CH:81]([NH:85][C:56]([C:26]1[CH:27]=[C:28]2[C:23](=[CH:24][CH:25]=1)[NH:22][N:21]=[C:20]2[C:15]1[CH:14]=[CH:13][C:12]2[C:17](=[CH:18][CH:19]=[C:10]([O:9][CH2:8][CH:4]3[CH2:5][CH2:6][CH2:7][N:3]3[CH2:1][CH3:2])[CH:11]=2)[CH:16]=1)=[O:55])([CH2:83][CH3:84])[CH3:82].